From a dataset of Full USPTO retrosynthesis dataset with 1.9M reactions from patents (1976-2016). Predict the reactants needed to synthesize the given product. (1) Given the product [Br:1][CH:18]1[C:19](=[O:23])[CH2:20][CH2:21][CH2:22][N:16]([CH2:15][C:14]2[CH:13]=[CH:12][C:11]([O:10][CH3:9])=[CH:26][CH:25]=2)[C:17]1=[O:24], predict the reactants needed to synthesize it. The reactants are: [Br:1]N1C(=O)CCC1=O.[CH3:9][O:10][C:11]1[CH:26]=[CH:25][C:14]([CH2:15][N:16]2[CH2:22][CH2:21][CH2:20][C:19](=[O:23])[CH2:18][C:17]2=[O:24])=[CH:13][CH:12]=1.OS([O-])(=O)=O.[Na+].O. (2) Given the product [Br:1][C:2]1[CH:7]=[CH:6][C:5]([N+:8]([O-:10])=[O:9])=[CH:4][C:3]=1[NH:11][C:14](=[O:21])[C:15]1[CH:20]=[CH:19][CH:18]=[CH:17][CH:16]=1, predict the reactants needed to synthesize it. The reactants are: [Br:1][C:2]1[CH:7]=[CH:6][C:5]([N+:8]([O-:10])=[O:9])=[CH:4][C:3]=1[NH2:11].[OH-].[Na+].[C:14](Cl)(=[O:21])[C:15]1[CH:20]=[CH:19][CH:18]=[CH:17][CH:16]=1. (3) Given the product [Br:26][C:27]1[N:28]=[C:29]2[C:34]([NH:1][C@H:2]3[C@@H:6]([CH2:7][F:8])[CH2:5][N:4]([C:9]([O:11][CH2:12][C:13]4[CH:18]=[CH:17][CH:16]=[CH:15][CH:14]=4)=[O:10])[CH2:3]3)=[C:33]([C:36](=[O:37])[NH2:38])[CH:32]=[N:31][N:30]2[CH:39]=1, predict the reactants needed to synthesize it. The reactants are: [NH2:1][C@H:2]1[C@@H:6]([CH2:7][F:8])[CH2:5][N:4]([C:9]([O:11][CH2:12][C:13]2[CH:18]=[CH:17][CH:16]=[CH:15][CH:14]=2)=[O:10])[CH2:3]1.C(O)(C(F)(F)F)=O.[Br:26][C:27]1[N:28]=[C:29]2[C:34](Cl)=[C:33]([C:36]([NH2:38])=[O:37])[CH:32]=[N:31][N:30]2[CH:39]=1.CCN(C(C)C)C(C)C.